From a dataset of Catalyst prediction with 721,799 reactions and 888 catalyst types from USPTO. Predict which catalyst facilitates the given reaction. (1) Product: [CH3:1][O:2][C:3]1[C:12]2[C:11]3[CH:13]=[CH:14][C:15]([CH2:17][S:18]([NH2:21])(=[O:20])=[O:19])=[CH:16][C:10]=3[CH:9]([C:22]3[CH:27]=[CH:26][CH:25]=[C:24]([C:28]([OH:30])=[O:29])[CH:23]=3)[O:8][C:7]=2[CH:6]=[CH:5][CH:4]=1. Reactant: [CH3:1][O:2][C:3]1[C:12]2[C:11]3[CH:13]=[CH:14][C:15]([CH2:17][S:18]([NH2:21])(=[O:20])=[O:19])=[CH:16][C:10]=3[CH:9]([C:22]3[CH:27]=[CH:26][CH:25]=[C:24]([C:28]([O:30]CC)=[O:29])[CH:23]=3)[O:8][C:7]=2[CH:6]=[CH:5][CH:4]=1.[Li+].[OH-].Cl.C(OCC)(=O)C. The catalyst class is: 219. (2) Reactant: [C:1]([OH:9])(=O)[C:2]1[CH:7]=[CH:6][CH:5]=[CH:4][CH:3]=1.O[N:11]1[C:15]2C=CC=CC=2N=[N:12]1.C(Cl)CCl.CNN. Product: [CH3:15][N:11]([C:1](=[O:9])[C:2]1[CH:7]=[CH:6][CH:5]=[CH:4][CH:3]=1)[NH2:12]. The catalyst class is: 18. (3) Reactant: ClC1C(Cl)=CC(NC2C3C(=CC(OCCOCC[O:29][S:30]([CH3:33])(=O)=[O:31])=C([N+]([O-])=O)C=3)N=CN=2)=C(F)C=1.[Cl:35][C:36]1[C:41]([Cl:42])=[CH:40][C:39]([NH:43][C:44]2[C:53]3[C:48](=[CH:49][C:50]([O:57][CH2:58][CH2:59][O:60][CH2:61][CH2:62][O:63][CH2:64][CH2:65][O:66][CH2:67][CH2:68][OH:69])=[C:51]([N+:54]([O-:56])=[O:55])[CH:52]=3)[N:47]=[CH:46][N:45]=2)=[C:38]([F:70])[CH:37]=1.CS(Cl)(=O)=O.C(N(CC)CC)C. Product: [Cl:35][C:36]1[C:41]([Cl:42])=[CH:40][C:39]([NH:43][C:44]2[C:53]3[C:48](=[CH:49][C:50]([O:57][CH2:58][CH2:59][O:60][CH2:61][CH2:62][O:63][CH2:64][CH2:65][O:66][CH2:67][CH2:68][O:69][S:30]([CH3:33])(=[O:31])=[O:29])=[C:51]([N+:54]([O-:56])=[O:55])[CH:52]=3)[N:47]=[CH:46][N:45]=2)=[C:38]([F:70])[CH:37]=1. The catalyst class is: 4. (4) Product: [CH2:30]([C:31]1([C:52]([O:54][CH2:55][CH3:56])=[O:53])[CH2:32][CH2:33][N:34]([C:37]2[N:38]=[CH:39][C:40]([C:7]3[CH:8]=[C:9]([C:22](=[O:25])[CH2:23][CH3:24])[C:10]4[S:14][C:13]([NH:15][C:16]([NH:18][CH2:19][CH3:20])=[O:17])=[N:12][C:11]=4[CH:21]=3)=[CH:41][N:42]=2)[CH2:35][CH2:36]1)[CH3:28]. Reactant: FC(F)(F)S(O[C:7]1[CH:8]=[C:9]([C:22](=[O:25])[CH2:23][CH3:24])[C:10]2[S:14][C:13]([NH:15][C:16]([NH:18][CH2:19][CH3:20])=[O:17])=[N:12][C:11]=2[CH:21]=1)(=O)=O.[CH3:28]O.[CH3:30][C:31]1([C:52]([O:54][CH2:55][CH3:56])=[O:53])[CH2:36][CH2:35][N:34]([C:37]2[N:42]=[CH:41][C:40](B3OC(C)(C)C(C)(C)O3)=[CH:39][N:38]=2)[CH2:33][CH2:32]1.P([O-])([O-])([O-])=O.[K+].[K+].[K+]. The catalyst class is: 12.